From a dataset of Forward reaction prediction with 1.9M reactions from USPTO patents (1976-2016). Predict the product of the given reaction. (1) Given the reactants [N+:1]([C:4]1[N:5]=[CH:6][NH:7][CH:8]=1)([O-:3])=[O:2].[C:9]([O:13][C:14]([N:16]1[CH2:21][CH2:20][CH:19](OS(C)(=O)=O)[CH2:18][CH2:17]1)=[O:15])([CH3:12])([CH3:11])[CH3:10], predict the reaction product. The product is: [C:9]([O:13][C:14]([N:16]1[CH2:21][CH2:20][CH:19]([N:7]2[CH:8]=[C:4]([N+:1]([O-:3])=[O:2])[N:5]=[CH:6]2)[CH2:18][CH2:17]1)=[O:15])([CH3:12])([CH3:10])[CH3:11]. (2) Given the reactants [OH:1][C@@H:2]1[CH2:7][CH2:6][C@H:5]([C:8]([OH:10])=[O:9])[CH2:4][CH2:3]1.S(=O)(=O)(O)O.[CH3:16]O, predict the reaction product. The product is: [OH:1][C@@H:2]1[CH2:7][CH2:6][C@H:5]([C:8]([O:10][CH3:16])=[O:9])[CH2:4][CH2:3]1.